From a dataset of Forward reaction prediction with 1.9M reactions from USPTO patents (1976-2016). Predict the product of the given reaction. Given the reactants [CH:1]1([CH2:4][O:5][C:6]2[CH:7]=[CH:8][C:9]3[N:10]([C:12]([NH2:15])=[N:13][N:14]=3)[N:11]=2)[CH2:3][CH2:2]1.Br[CH2:17][C:18]([C:20]1[CH:25]=[C:24]([N:26]2[CH2:31][CH2:30][O:29][CH2:28][CH2:27]2)[C:23]([O:32][CH3:33])=[C:22]([C:34]([CH3:37])([CH3:36])[CH3:35])[CH:21]=1)=[O:19].[ClH:38], predict the reaction product. The product is: [ClH:38].[C:34]([C:22]1[CH:21]=[C:20]([C:18](=[O:19])[CH2:17][N:13]2[C:12](=[NH:15])[N:10]3[N:11]=[C:6]([O:5][CH2:4][CH:1]4[CH2:2][CH2:3]4)[CH:7]=[CH:8][C:9]3=[N:14]2)[CH:25]=[C:24]([N:26]2[CH2:27][CH2:28][O:29][CH2:30][CH2:31]2)[C:23]=1[O:32][CH3:33])([CH3:37])([CH3:35])[CH3:36].